Dataset: Peptide-MHC class I binding affinity with 185,985 pairs from IEDB/IMGT. Task: Regression. Given a peptide amino acid sequence and an MHC pseudo amino acid sequence, predict their binding affinity value. This is MHC class I binding data. (1) The peptide sequence is PHDPDFLVL. The MHC is HLA-A02:01 with pseudo-sequence HLA-A02:01. The binding affinity (normalized) is 0.0847. (2) The peptide sequence is FTTSLFLHL. The MHC is HLA-A02:03 with pseudo-sequence HLA-A02:03. The binding affinity (normalized) is 0.388. (3) The peptide sequence is IQNALEKAL. The MHC is HLA-B27:03 with pseudo-sequence HLA-B27:03. The binding affinity (normalized) is 0.0847. (4) The peptide sequence is LYEASTTYL. The MHC is HLA-B08:01 with pseudo-sequence HLA-B08:01. The binding affinity (normalized) is 0.213. (5) The peptide sequence is WTALMFAAY. The MHC is HLA-B07:02 with pseudo-sequence HLA-B07:02. The binding affinity (normalized) is 0.0847. (6) The peptide sequence is LPSCPTNFCIF. The MHC is HLA-B58:01 with pseudo-sequence HLA-B58:01. The binding affinity (normalized) is 0.0847. (7) The peptide sequence is PYLTQYAIIML. The MHC is H-2-Kd with pseudo-sequence H-2-Kd. The binding affinity (normalized) is 0.528. (8) The binding affinity (normalized) is 0.537. The peptide sequence is TQRKKTLGF. The MHC is HLA-B15:01 with pseudo-sequence HLA-B15:01. (9) The peptide sequence is KVQEWYLSY. The MHC is HLA-B08:01 with pseudo-sequence HLA-B08:01. The binding affinity (normalized) is 0.0847. (10) The peptide sequence is YRHDGGNVL. The MHC is HLA-A11:01 with pseudo-sequence HLA-A11:01. The binding affinity (normalized) is 0.